Predict the reaction yield, written as a fraction of the theoretical maximum amount of product (1.0 means a 100% yield; for example, 0.34 means a 34% yield). From a dataset of Reaction yield outcomes from USPTO patents with 853,638 reactions. (1) The reactants are [CH3:1][N:2]1[C:7](=[O:8])[CH2:6][N:5]2[N:9]=[C:10]([N+:12]([O-])=O)[CH:11]=[C:4]2[CH2:3]1.[H][H]. The catalyst is C(O)C.[Pd]. The product is [NH2:12][C:10]1[CH:11]=[C:4]2[CH2:3][N:2]([CH3:1])[C:7](=[O:8])[CH2:6][N:5]2[N:9]=1. The yield is 0.840. (2) No catalyst specified. The yield is 0.300. The reactants are [F:1][C:2]1[C:7]2[CH:8]=[CH:9][O:10][C:6]=2[C:5]([C:11]2[CH:27]=[CH:26][C:14]([O:15][CH2:16][C:17]3[CH:18]=[C:19]([CH:23]=[CH:24][CH:25]=3)[C:20](O)=[O:21])=[CH:13][CH:12]=2)=[CH:4][C:3]=1[F:28].[NH:29]1[CH2:33][CH:32]=[CH:31][C@H:30]1[C:34]([OH:36])=[O:35]. The product is [F:1][C:2]1[C:7]2[CH:8]=[CH:9][O:10][C:6]=2[C:5]([C:11]2[CH:12]=[CH:13][C:14]([O:15][CH2:16][C:17]3[CH:18]=[C:19]([CH:23]=[CH:24][CH:25]=3)[C:20]([N:29]3[CH2:33][CH:32]=[CH:31][C@H:30]3[C:34]([OH:36])=[O:35])=[O:21])=[CH:26][CH:27]=2)=[CH:4][C:3]=1[F:28]. (3) The reactants are CS(O[CH2:6][CH2:7][N:8]1[CH:12]=[C:11]([C:13]2[CH:18]=[C:17]([C:19]([O:21]C)=[O:20])[CH:16]=[CH:15][N:14]=2)[N:10]=[CH:9]1)(=O)=O.[Cl:23][C:24]1[CH:31]=[CH:30][CH:29]=[CH:28][C:25]=1[CH2:26][NH2:27]. No catalyst specified. The product is [Cl:23][C:24]1[CH:31]=[CH:30][CH:29]=[CH:28][C:25]=1[CH2:26][NH:27][CH2:6][CH2:7][N:8]1[CH:12]=[C:11]([C:13]2[CH:18]=[C:17]([C:19]([OH:21])=[O:20])[CH:16]=[CH:15][N:14]=2)[N:10]=[CH:9]1. The yield is 0.0800. (4) The product is [NH2:8][C:9]1[CH:18]=[C:17]([F:19])[C:12]([C:13]([O:15][CH3:16])=[O:14])=[C:11]([Cl:20])[CH:10]=1. The catalyst is ClCCl. The reactants are C(OC([NH:8][C:9]1[CH:18]=[C:17]([F:19])[C:12]([C:13]([O:15][CH3:16])=[O:14])=[C:11]([Cl:20])[CH:10]=1)=O)(C)(C)C.C(O)(C(F)(F)F)=O. The yield is 1.00.